From a dataset of Forward reaction prediction with 1.9M reactions from USPTO patents (1976-2016). Predict the product of the given reaction. Given the reactants [CH2:1]([O:8][C:9]1[C:10]([C:25]2[CH:26]=[CH:27][C:28]3[O:33][CH2:32][CH2:31][CH2:30][C:29]=3[CH:34]=2)=[C:11]([C:19](=[O:24])[C:20]([O:22][CH3:23])=[O:21])[C:12]([C:15]([F:18])([F:17])[F:16])=[CH:13][CH:14]=1)[C:2]1[CH:7]=[CH:6][CH:5]=[CH:4][CH:3]=1.[BH4-].[Na+].O, predict the reaction product. The product is: [CH2:1]([O:8][C:9]1[C:10]([C:25]2[CH:26]=[CH:27][C:28]3[O:33][CH2:32][CH2:31][CH2:30][C:29]=3[CH:34]=2)=[C:11]([CH:19]([OH:24])[C:20]([O:22][CH3:23])=[O:21])[C:12]([C:15]([F:17])([F:18])[F:16])=[CH:13][CH:14]=1)[C:2]1[CH:7]=[CH:6][CH:5]=[CH:4][CH:3]=1.